From a dataset of Forward reaction prediction with 1.9M reactions from USPTO patents (1976-2016). Predict the product of the given reaction. (1) Given the reactants [F:1][C:2]1[C:7]([C:8]#[N:9])=[C:6]([CH3:10])[C:5]([C@@H:11]2[O:16][CH2:15][C@@H:14]3[CH2:17][NH:18][CH2:19][CH2:20][N:13]3[CH2:12]2)=[CH:4][CH:3]=1.[NH2:21][C:22]1[N:27]=[CH:26][C:25]([C:28]([F:33])([F:32])[C:29](O)=[O:30])=[CH:24][N:23]=1.CCN(C(C)C)C(C)C.CN(C(ON1N=NC2C=CC=NC1=2)=[N+](C)C)C.F[P-](F)(F)(F)(F)F, predict the reaction product. The product is: [NH2:21][C:22]1[N:23]=[CH:24][C:25]([C:28]([F:33])([F:32])[C:29]([N:18]2[CH2:19][CH2:20][N:13]3[C@H:14]([CH2:15][O:16][C@@H:11]([C:5]4[C:6]([CH3:10])=[C:7]([C:2]([F:1])=[CH:3][CH:4]=4)[C:8]#[N:9])[CH2:12]3)[CH2:17]2)=[O:30])=[CH:26][N:27]=1. (2) Given the reactants [CH3:1][O:2][C:3]1[CH:4]=[CH:5][CH:6]=[C:7]2[C:12]=1[O:11][CH2:10][C:9]([C:13]([OH:15])=O)=[CH:8]2.[CH2:16]([N:18](CC)[CH2:19][CH3:20])[CH3:17].P(C#N)(OCC)(OCC)=[O:24].O, predict the reaction product. The product is: [CH3:1][O:2][C:3]1[CH:4]=[CH:5][CH:6]=[C:7]2[C:12]=1[O:11][CH2:10][C:9]([C:13]([N:18]1[CH2:19][CH2:20][O:24][CH2:17][CH2:16]1)=[O:15])=[CH:8]2. (3) The product is: [Br:43][C:44]1[CH:52]=[C:51]2[C:47]([CH:48]=[N:49][NH:50]2)=[C:46]([NH:53][C:7]([C:5]2[N:6]=[C:2]([CH3:1])[S:3][CH:4]=2)=[O:9])[CH:45]=1. Given the reactants [CH3:1][C:2]1[S:3][CH:4]=[C:5]([C:7]([OH:9])=O)[N:6]=1.CN(C(ON1N=NC2C=CC=NC1=2)=[N+](C)C)C.F[P-](F)(F)(F)(F)F.CCN(C(C)C)C(C)C.[Br:43][C:44]1[CH:45]=[C:46]([NH2:53])[C:47]2[CH:48]=[N:49][NH:50][C:51]=2[CH:52]=1, predict the reaction product. (4) Given the reactants Br[C:2]1[CH:3]=[N:4][CH:5]=[C:6]([CH:19]=1)[C:7]([N:9]=[S@@:10]([CH3:18])(=[O:17])[C:11]1[CH:16]=[CH:15][CH:14]=[CH:13][CH:12]=1)=[O:8].[C:20]([C:22]1[CH:23]=[C:24]([CH:30]=[CH:31][CH:32]=1)[C:25]([NH:27][O:28][CH3:29])=[O:26])#[CH:21], predict the reaction product. The product is: [CH3:29][O:28][NH:27][C:25]([C:24]1[CH:23]=[C:22]([C:20]#[C:21][C:2]2[CH:3]=[N:4][CH:5]=[C:6]([CH:19]=2)[C:7]([N:9]=[S@@:10]([CH3:18])(=[O:17])[C:11]2[CH:16]=[CH:15][CH:14]=[CH:13][CH:12]=2)=[O:8])[CH:32]=[CH:31][CH:30]=1)=[O:26].